From a dataset of Forward reaction prediction with 1.9M reactions from USPTO patents (1976-2016). Predict the product of the given reaction. (1) Given the reactants [F:1][C:2]1[CH:7]=[CH:6][C:5]([NH:8][C:9](=O)[C:10]2[CH:15]=[CH:14][CH:13]=[CH:12][CH:11]=2)=[C:4]([CH3:17])[CH:3]=1.Cl, predict the reaction product. The product is: [F:1][C:2]1[CH:3]=[C:4]2[C:5](=[CH:6][CH:7]=1)[NH:8][C:9]([C:10]1[CH:15]=[CH:14][CH:13]=[CH:12][CH:11]=1)=[CH:17]2. (2) The product is: [Cl:26][C:3]1[C:2]([C:35]2[CH:40]=[CH:39][CH:38]=[CH:37][C:36]=2[CH2:41][S:42][CH3:43])=[CH:11][C:10]([O:12][CH2:13][O:14][CH2:15][CH2:16][O:17][CH3:18])=[C:9]2[C:4]=1[C:5](=[O:25])[N:6]([CH2:19][O:20][CH2:21][CH2:22][O:23][CH3:24])[CH:7]=[N:8]2. Given the reactants Br[C:2]1[C:3]([Cl:26])=[C:4]2[C:9](=[C:10]([O:12][CH2:13][O:14][CH2:15][CH2:16][O:17][CH3:18])[CH:11]=1)[N:8]=[CH:7][N:6]([CH2:19][O:20][CH2:21][CH2:22][O:23][CH3:24])[C:5]2=[O:25].CC1(C)C(C)(C)OB([C:35]2[CH:40]=[CH:39][CH:38]=[CH:37][C:36]=2[CH2:41][S:42][CH3:43])O1.C(=O)([O-])[O-].[K+].[K+].CO.ClCCl, predict the reaction product. (3) Given the reactants C(O)(=O)C.[N+:5]([O-:8])(O)=[O:6].[CH2:9]([S:12][C:13]1[N:18]=[C:17]([OH:19])[CH:16]=[C:15]([OH:20])[N:14]=1)[CH2:10][CH3:11], predict the reaction product. The product is: [N+:5]([C:16]1[C:15]([OH:20])=[N:14][C:13]([S:12][CH2:9][CH2:10][CH3:11])=[N:18][C:17]=1[OH:19])([O-:8])=[O:6].